Task: Binary Classification. Given a drug SMILES string, predict its activity (active/inactive) in a high-throughput screening assay against a specified biological target.. Dataset: Choline transporter screen with 302,306 compounds The drug is O=C1N(C(C(C)C)C(=O)NC2CCCC2)C(=O)N2C1(c1[nH]c3c(c1CC2)cccc3)C. The result is 0 (inactive).